This data is from Full USPTO retrosynthesis dataset with 1.9M reactions from patents (1976-2016). The task is: Predict the reactants needed to synthesize the given product. (1) Given the product [CH2:13]([C:7]1[CH:8]=[C:9]([OH:11])[CH:10]=[C:3]([CH2:1][CH3:2])[C:4]=1[CH:5]=[O:6])[CH3:14], predict the reactants needed to synthesize it. The reactants are: [CH2:1]([C:3]1[CH:10]=[C:9]([O:11]C)[CH:8]=[C:7]([CH2:13][CH3:14])[C:4]=1[CH:5]=[O:6])[CH3:2].B(Br)(Br)Br. (2) Given the product [Cl:1][C:2]1[N:7]2[N:8]=[C:9]([C:15]3[O:16][CH:17]=[CH:18][CH:19]=3)[C:10]([C:11](=[O:14])[C:12]#[CH:13])=[C:6]2[CH:5]=[CH:4][CH:3]=1, predict the reactants needed to synthesize it. The reactants are: [Cl:1][C:2]1[N:7]2[N:8]=[C:9]([C:15]3[O:16][CH:17]=[CH:18][CH:19]=3)[C:10]([CH:11]([OH:14])[C:12]#[CH:13])=[C:6]2[CH:5]=[CH:4][CH:3]=1.